This data is from Experimentally validated miRNA-target interactions with 360,000+ pairs, plus equal number of negative samples. The task is: Binary Classification. Given a miRNA mature sequence and a target amino acid sequence, predict their likelihood of interaction. (1) The miRNA is hsa-miR-5190 with sequence CCAGUGACUGAGCUGGAGCCA. The protein sequence of the target gene is MEKQCCSHPVICSLSTMYTFLLGAIFIALSSSRILLVKYSANEENKYDYLPTTVNVCSELVKLVFCVLVSFCVIKKDHQSRNLKYASWKEFSDFMKWSIPAFLYFLDNLIVFYVLSYLQPAMAVIFSNFSIITTALLFRIVLKRRLNWIQWASLLTLFLSIVALTAGTKTLQHNLAGRGFHHDAFFSPSNSCLLFRSECPRKDNCTAKEWTFPEAKWNTTARVFSHIRLGMGHVLIIVQCFISSMANIYNEKILKEGNQLTESIFIQNSKLYFFGILFNGLTLGLQRSNRDQIKNCGFFY.... Result: 0 (no interaction). (2) Result: 0 (no interaction). The miRNA is mmu-miR-15b-5p with sequence UAGCAGCACAUCAUGGUUUACA. The protein sequence of the target gene is MPEINTNHLDKQQVQLLAEMCILIDENDNKIGAETKKNCHLNENIEKGLLHRAFSVFLFNTENKLLLQQRSDAKITFPGCFTNTCCSHPLSNPAELEESDALGVRRAAQRRLKAELGIPLEEVPPEEINYLTRIHYKAQSDGIWGEHEIDYILLVRKNVTLNPDPNEIKSYCYVSKEELKELLKKAASGEIKITPWFKIIAATFLFKWWDNLNHLNQFVDHEKIYRM. (3) The miRNA is hsa-miR-4662a-5p with sequence UUAGCCAAUUGUCCAUCUUUAG. The protein sequence of the target gene is MEELLRRELGCSSVRATGHSGGGCISQGRSYDTDQGRVFVKVNPKAEARRMFEGEMASLTAILKTNTVKVPKPIKVLDAPGGGSVLVMEHMDMRHLSSHAAKLGAQLADLHLDNKKLGEMRLKEAGTVGRGGGQEERPFVARFGFDVVTCCGYLPQVNDWQEDWVVFYARQRIQPQMDMVEKESGDREALQLWSALQLKIPDLFRDLEIIPALLHGDLWGGNVAEDSSGPVIFDPASFYGHSEYELAIAGMFGGFSSSFYSAYHGKIPKAPGFEKRLQLYQLFHYLNHWNHFGSGYRGSS.... Result: 1 (interaction). (4) The protein sequence of the target gene is MQTFLKGKRVGYWLSEKKVKKLNFQAFAELCRKRGIEVVQLNLSRPIEEQGPLDVIIHKLTDVILEADQNDSQSLELVHRFQEYIDAHPETIVLDPLPAIRTLLDRSKSYELIRKIEAYMKDDRICSPPFMELTSLCGEDTMRLLEQNGLAFPFICKTRVAHGTNSHEMAIVFNQEGLNAIQPPCVVQNFINHNAVLYKVFVVGESYTVVQRPSLKNFSAGTSDRESIFFNSHNVSKPESSSVLTELDKIEGVFERPSDEVIRELSRALRQALGVSLFGIDIIINNQTGQHAVIDVNAFP.... Result: 1 (interaction). The miRNA is mmu-miR-181a-5p with sequence AACAUUCAACGCUGUCGGUGAGU.